Predict the product of the given reaction. From a dataset of Forward reaction prediction with 1.9M reactions from USPTO patents (1976-2016). (1) Given the reactants [N+:1]([C:4]1[CH:9]=[CH:8][C:7]([N:10]2[CH2:14][CH2:13][C@@H:12]([NH:15][C:16](=[O:22])[O:17][C:18]([CH3:21])([CH3:20])[CH3:19])[CH2:11]2)=[CH:6][CH:5]=1)([O-:3])=[O:2].I[CH3:24], predict the reaction product. The product is: [CH3:24][N:15]([C@@H:12]1[CH2:13][CH2:14][N:10]([C:7]2[CH:6]=[CH:5][C:4]([N+:1]([O-:3])=[O:2])=[CH:9][CH:8]=2)[CH2:11]1)[C:16](=[O:22])[O:17][C:18]([CH3:19])([CH3:21])[CH3:20]. (2) Given the reactants CC1C=CC(S(O[CH2:12][CH:13]2[O:18][C:17]3[C:19]([F:24])=[C:20]([F:23])[CH:21]=[CH:22][C:16]=3[O:15][CH2:14]2)(=O)=O)=CC=1.[CH2:25]([NH2:28])[CH2:26][CH3:27], predict the reaction product. The product is: [F:23][C:20]1[CH:21]=[CH:22][C:16]2[O:15][CH2:14][CH:13]([CH2:12][NH:28][CH2:25][CH2:26][CH3:27])[O:18][C:17]=2[C:19]=1[F:24]. (3) Given the reactants [Cl:1][C:2]1[CH:3]=[C:4]([O:8][C:9]2[C:14]([F:15])=[CH:13][C:12]([CH2:16][OH:17])=[CH:11][C:10]=2[F:18])[CH:5]=[N:6][CH:7]=1.Cl[C:20]1[CH:21]=[C:22]2[N:29]([CH3:30])[C:28]([CH3:32])([CH3:31])[CH2:27][N:23]2[C:24](=[O:26])[N:25]=1, predict the reaction product. The product is: [Cl:1][C:2]1[CH:3]=[C:4]([O:8][C:9]2[C:10]([F:18])=[CH:11][C:12]([CH2:16][O:17][C:20]3[CH:21]=[C:22]4[N:29]([CH3:30])[C:28]([CH3:32])([CH3:31])[CH2:27][N:23]4[C:24](=[O:26])[N:25]=3)=[CH:13][C:14]=2[F:15])[CH:5]=[N:6][CH:7]=1.